From a dataset of CYP2D6 substrate classification data from Carbon-Mangels et al.. Regression/Classification. Given a drug SMILES string, predict its absorption, distribution, metabolism, or excretion properties. Task type varies by dataset: regression for continuous measurements (e.g., permeability, clearance, half-life) or binary classification for categorical outcomes (e.g., BBB penetration, CYP inhibition). Dataset: cyp2d6_substrate_carbonmangels. (1) The drug is CC[C@H]1OC(=O)[C@H](C)[C@@H](O[C@H]2C[C@@](C)(OC)[C@@H](O)[C@H](C)O2)[C@H](C)[C@@H](O[C@@H]2O[C@H](C)C[C@H](N(C)C)[C@H]2O)[C@](C)(OC)C[C@@H](C)C(=O)[C@H](C)[C@@H](O)[C@]1(C)O. The result is 0 (non-substrate). (2) The compound is CC(=O)Nc1ccccc1. The result is 0 (non-substrate). (3) The drug is Cn1nnc2ccc([C@H](c3ccc(Cl)cc3)n3cncn3)cc21. The result is 0 (non-substrate).